This data is from Full USPTO retrosynthesis dataset with 1.9M reactions from patents (1976-2016). The task is: Predict the reactants needed to synthesize the given product. Given the product [CH3:1][C@@H:2]1[O:7][C@@H:6]([O:8][C@@H:9]2[C:14]3=[C:15]([OH:32])[C:16]4[C:28](=[O:29])[C:27]5[C:22](=[CH:23][CH:24]=[CH:25][C:26]=5[O:30][CH3:31])[C:20](=[O:21])[C:17]=4[C:18]([OH:19])=[C:13]3[CH2:12][C@@:11]([OH:37])([C:33]([CH2:35][OH:36])=[O:34])[CH2:10]2)[CH2:5][C@H:4]([NH2:38])[C@@H:3]1[OH:39].[C:41]([OH:46])(=[O:47])[CH2:42][CH2:43][C:44]([OH:54])=[O:45], predict the reactants needed to synthesize it. The reactants are: [CH3:1][C@@H:2]1[O:7][C@@H:6]([O:8][C@@H:9]2[C:14]3=[C:15]([OH:32])[C:16]4[C:28](=[O:29])[C:27]5[C:22](=[CH:23][CH:24]=[CH:25][C:26]=5[O:30][CH3:31])[C:20](=[O:21])[C:17]=4[C:18]([OH:19])=[C:13]3[CH2:12][C@@:11]([OH:37])([C:33]([CH2:35][OH:36])=[O:34])[CH2:10]2)[CH2:5][C@H:4]([NH2:38])[C@@H:3]1[OH:39].Cl.[C:41]1(=[O:47])[O:46][C:44](=[O:45])[CH2:43][CH2:42]1.C[C@@H]1[O:54][C@@H](O[C@@H]2C3=C(O)C4C(=O)C5C(=CC=CC=5OC)C(=O)C=4C(O)=C3C[C@@](O)(C(CO)=O)C2)C[C@H](N)[C@@H]1O.